This data is from Catalyst prediction with 721,799 reactions and 888 catalyst types from USPTO. The task is: Predict which catalyst facilitates the given reaction. Reactant: [CH:1]1[C:6]([OH:7])=[CH:5][CH:4]=[CH:3][C:2]=1[CH3:8].C1(P(C2C=CC=CC=2)C2C=CC=CC=2)C=CC=CC=1.O[C@@H:29]([CH3:34])[C:30]([O:32][CH3:33])=[O:31].CC(OC(/N=N/C(OC(C)C)=O)=O)C. Product: [C:2]1([CH3:8])[CH:3]=[CH:4][CH:5]=[C:6]([O:7][C@H:29]([CH3:34])[C:30]([O:32][CH3:33])=[O:31])[CH:1]=1. The catalyst class is: 56.